This data is from Catalyst prediction with 721,799 reactions and 888 catalyst types from USPTO. The task is: Predict which catalyst facilitates the given reaction. (1) Reactant: [CH3:1][C:2]([C:7]1[CH:12]=[CH:11][CH:10]=[C:9]([N+:13]([O-])=O)[CH:8]=1)([CH3:6])[C:3]([NH2:5])=[O:4].C([SiH](CC)CC)C. Product: [NH2:13][C:9]1[CH:8]=[C:7]([C:2]([CH3:6])([CH3:1])[C:3]([NH2:5])=[O:4])[CH:12]=[CH:11][CH:10]=1. The catalyst class is: 19. (2) Reactant: [H-].[Na+].[CH3:3]O.[Br:5][C:6]1[C:11]([OH:12])=[CH:10][CH:9]=[CH:8][N:7]=1.CI. Product: [Br:5][C:6]1[C:11]([O:12][CH3:3])=[CH:10][CH:9]=[CH:8][N:7]=1. The catalyst class is: 9. (3) Reactant: C(OC([N:8]1[CH2:12][CH2:11][C:10]([C:15]2[CH:20]=[C:19]([F:21])[CH:18]=[C:17]([F:22])[CH:16]=2)([O:13][CH3:14])[CH2:9]1)=O)(C)(C)C.FC(F)(F)C(O)=O.[Cl-].[NH4+]. Product: [F:22][C:17]1[CH:16]=[C:15]([C:10]2([O:13][CH3:14])[CH2:11][CH2:12][NH:8][CH2:9]2)[CH:20]=[C:19]([F:21])[CH:18]=1. The catalyst class is: 2. (4) Reactant: [F:1][C:2]1[C:8]([F:9])=[CH:7][CH:6]=[CH:5][C:3]=1[NH2:4].Cl[C:11](Cl)(Cl)[CH:12]=[O:13].Cl.ON.S([O-])([O-])(=O)=[O:20].[Na+].[Na+].Cl. Product: [F:9][C:8]1[C:2]([F:1])=[C:3]2[C:5]([C:12](=[O:13])[C:11](=[O:20])[NH:4]2)=[CH:6][CH:7]=1. The catalyst class is: 6.